Task: Predict the reactants needed to synthesize the given product.. Dataset: Retrosynthesis with 50K atom-mapped reactions and 10 reaction types from USPTO (1) Given the product BrCCCCOC1CCCCO1, predict the reactants needed to synthesize it. The reactants are: C1=COCCC1.OCCCCBr. (2) Given the product COC(=O)c1n[nH]cc1N, predict the reactants needed to synthesize it. The reactants are: COC(=O)c1n[nH]cc1[N+](=O)[O-]. (3) Given the product CCOC(=O)c1sc(Cc2ccccc2)nc1OCCCc1cc(OC(C)C)nn1Cc1ccc(Cl)cc1Cl, predict the reactants needed to synthesize it. The reactants are: CC(C)Oc1cc(CCCO)n(Cc2ccc(Cl)cc2Cl)n1.CCOC(=O)c1sc(Cc2ccccc2)nc1O. (4) Given the product O=C(Nc1cc(Br)cc(COc2ccccc2C(F)(F)F)c1N1CCNCC1)c1nccc2ccccc12, predict the reactants needed to synthesize it. The reactants are: CC(C)(C)OC(=O)N1CCN(c2c(COc3ccccc3C(F)(F)F)cc(Br)cc2NC(=O)c2nccc3ccccc23)CC1. (5) Given the product COC[C@H](NC(=O)c1cnc(C)s1)C(=O)N[C@@H](COC)C(=O)N[C@@H](Cc1ccccc1)C(=O)[C@](C)(O)COS(=O)(=O)c1ccc(C)cc1, predict the reactants needed to synthesize it. The reactants are: COC[C@H](NC(=O)c1cnc(C)s1)C(=O)N[C@@H](COC)C(=O)N[C@@H](Cc1ccccc1)C(=O)[C@](C)(O)CO.Cc1ccc(S(=O)(=O)Cl)cc1.